Dataset: Catalyst prediction with 721,799 reactions and 888 catalyst types from USPTO. Task: Predict which catalyst facilitates the given reaction. (1) Reactant: [CH2:1]([O:3][C:4]([N:6]1[C:15]2[C:10](=[N:11][C:12]([O:16][CH3:17])=[CH:13][CH:14]=2)[C@@H:9]([NH:18][C:19]2[N:24]=[C:23]([CH2:25][C:26]3[CH:31]=[C:30]([C:32]([F:35])([F:34])[F:33])[CH:29]=[C:28]([C:36]([F:39])([F:38])[F:37])[CH:27]=3)[C:22]([NH:40][CH3:41])=[CH:21][N:20]=2)[CH2:8][C@H:7]1[CH2:42][CH3:43])=[O:5])[CH3:2].Br[CH2:45][CH2:46][CH2:47][C:48]([O:50][CH2:51][CH3:52])=[O:49].C(=O)([O-])[O-].[K+].[K+]. Product: [CH2:1]([O:3][C:4]([N:6]1[C:15]2[C:10](=[N:11][C:12]([O:16][CH3:17])=[CH:13][CH:14]=2)[C@@H:9]([NH:18][C:19]2[N:24]=[C:23]([CH2:25][C:26]3[CH:31]=[C:30]([C:32]([F:35])([F:34])[F:33])[CH:29]=[C:28]([C:36]([F:38])([F:39])[F:37])[CH:27]=3)[C:22]([NH:40][CH2:41][CH2:45][CH2:46][CH2:47][C:48]([O:50][CH2:51][CH3:52])=[O:49])=[CH:21][N:20]=2)[CH2:8][C@H:7]1[CH2:42][CH3:43])=[O:5])[CH3:2]. The catalyst class is: 9. (2) Reactant: ClC1C=C(C=CC=1)C(OO)=[O:6].[CH3:12][NH:13][C:14]([N:16]1[CH:21]([C:22]2[CH:27]=[CH:26][C:25]([C:28]#[N:29])=[CH:24][C:23]=2[S:30][CH2:31][CH3:32])[C:20]2[C:33](=[O:36])[CH2:34][CH2:35][C:19]=2[N:18]([C:37]2[CH:42]=[CH:41][CH:40]=[C:39]([C:43]([F:46])([F:45])[F:44])[CH:38]=2)[C:17]1=[O:47])=[O:15]. The catalyst class is: 4. Product: [CH3:12][NH:13][C:14]([N:16]1[CH:21]([C:22]2[CH:27]=[CH:26][C:25]([C:28]#[N:29])=[CH:24][C:23]=2[S:30]([CH2:31][CH3:32])=[O:6])[C:20]2[C:33](=[O:36])[CH2:34][CH2:35][C:19]=2[N:18]([C:37]2[CH:42]=[CH:41][CH:40]=[C:39]([C:43]([F:45])([F:44])[F:46])[CH:38]=2)[C:17]1=[O:47])=[O:15]. (3) Product: [F:21][C:2]([F:1])([F:22])[C:3]([N:5]1[CH2:11][CH:10]([CH3:12])[C:9]2[CH:13]=[C:14]([Br:19])[C:15]([OH:17])=[CH:16][C:8]=2[CH2:7][CH:6]1[CH3:20])=[O:4]. The catalyst class is: 4. Reactant: [F:1][C:2]([F:22])([F:21])[C:3]([N:5]1[CH2:11][CH:10]([CH3:12])[C:9]2[CH:13]=[C:14]([Br:19])[C:15]([O:17]C)=[CH:16][C:8]=2[CH2:7][CH:6]1[CH3:20])=[O:4].B(Br)(Br)Br. (4) Reactant: Br[C:2]1[CH:3]=[N:4][C:5]([C:8]2[CH:13]=[CH:12][C:11]([CH2:14][C@H:15]([NH:25][C:26]([C:28]3[S:29][C:30]([C:33]([CH3:36])([CH3:35])[CH3:34])=[CH:31][CH:32]=3)=[O:27])[C:16]([N:18]3[CH2:21][CH:20]([C:22]([OH:24])=[O:23])[CH2:19]3)=[O:17])=[CH:10][CH:9]=2)=[N:6][CH:7]=1.[CH2:37]([C:41]1[CH:46]=[CH:45][C:44]([CH:47]2[CH2:52][CH2:51][NH:50][CH2:49][CH2:48]2)=[CH:43][CH:42]=1)[CH2:38][CH2:39][CH3:40].CC(C)([O-])C.[Na+].C1C=CC(P(C2C(C3C(P(C4C=CC=CC=4)C4C=CC=CC=4)=CC=C4C=3C=CC=C4)=C3C(C=CC=C3)=CC=2)C2C=CC=CC=2)=CC=1. Product: [C:33]([C:30]1[S:29][C:28]([C:26]([NH:25][C@@H:15]([CH2:14][C:11]2[CH:12]=[CH:13][C:8]([C:5]3[N:4]=[CH:3][C:2]([N:50]4[CH2:51][CH2:52][CH:47]([C:44]5[CH:43]=[CH:42][C:41]([CH2:37][CH2:38][CH2:39][CH3:40])=[CH:46][CH:45]=5)[CH2:48][CH2:49]4)=[CH:7][N:6]=3)=[CH:9][CH:10]=2)[C:16]([N:18]2[CH2:21][CH:20]([C:22]([OH:24])=[O:23])[CH2:19]2)=[O:17])=[O:27])=[CH:32][CH:31]=1)([CH3:36])([CH3:35])[CH3:34]. The catalyst class is: 101. (5) Reactant: [F:1][C:2]1[CH:27]=[CH:26][CH:25]=[C:24]([F:28])[C:3]=1[C:4]([NH:6][C:7]1[CH:11]=[CH:10][N:9]([CH2:12][C:13]2[CH:18]=[CH:17][C:16]([OH:19])=[CH:15][C:14]=2[C:20]([F:23])([F:22])[F:21])[N:8]=1)=[O:5].C(=O)([O-])[O-].[Cs+].[Cs+].Br[CH2:36][CH2:37][O:38][CH3:39]. Product: [F:28][C:24]1[CH:25]=[CH:26][CH:27]=[C:2]([F:1])[C:3]=1[C:4]([NH:6][C:7]1[CH:11]=[CH:10][N:9]([CH2:12][C:13]2[CH:18]=[CH:17][C:16]([O:19][CH2:36][CH2:37][O:38][CH3:39])=[CH:15][C:14]=2[C:20]([F:23])([F:21])[F:22])[N:8]=1)=[O:5]. The catalyst class is: 16. (6) Reactant: [NH2:1][C:2]1[CH:7]=[C:6]([Cl:8])[N:5]=[CH:4][C:3]=1[C:9]([NH2:11])=[O:10].[CH2:12](OC(OCC)OCC)C. Product: [Cl:8][C:6]1[N:5]=[CH:4][C:3]2[C:9](=[O:10])[NH:11][CH:12]=[N:1][C:2]=2[CH:7]=1. The catalyst class is: 27.